Dataset: Full USPTO retrosynthesis dataset with 1.9M reactions from patents (1976-2016). Task: Predict the reactants needed to synthesize the given product. (1) Given the product [CH3:1][C:2]1([CH3:11])[CH2:3][C:4]2[NH:14][N:13]=[CH:8][C:5]=2[CH2:6][CH2:7]1, predict the reactants needed to synthesize it. The reactants are: [CH3:1][C:2]1([CH3:11])[CH2:7][CH2:6][CH:5]([CH:8]=O)[C:4](=O)[CH2:3]1.O.[NH2:13][NH2:14]. (2) The reactants are: [C:1]([O:5][C:6](=[O:22])[NH:7][C:8]1[CH:13]=[C:12]([N:14]2[CH2:18][CH2:17][CH2:16][CH2:15]2)[C:11]([C:19]#[N:20])=[CH:10][C:9]=1[NH2:21])([CH3:4])([CH3:3])[CH3:2].C([O:27][C:28](=O)[CH2:29][C:30](=[O:50])[C:31]1[CH:36]=[CH:35][CH:34]=[C:33]([N:37]2[C:41]([CH2:42][O:43][CH:44]3[CH2:49][CH2:48][CH2:47][CH2:46][O:45]3)=[CH:40][N:39]=[N:38]2)[CH:32]=1)(C)(C)C. Given the product [C:1]([O:5][C:6](=[O:22])[NH:7][C:8]1[CH:13]=[C:12]([N:14]2[CH2:18][CH2:17][CH2:16][CH2:15]2)[C:11]([C:19]#[N:20])=[CH:10][C:9]=1[NH:21][C:28](=[O:27])[CH2:29][C:30](=[O:50])[C:31]1[CH:36]=[CH:35][CH:34]=[C:33]([N:37]2[C:41]([CH2:42][O:43][CH:44]3[CH2:49][CH2:48][CH2:47][CH2:46][O:45]3)=[CH:40][N:39]=[N:38]2)[CH:32]=1)([CH3:4])([CH3:2])[CH3:3], predict the reactants needed to synthesize it.